This data is from Full USPTO retrosynthesis dataset with 1.9M reactions from patents (1976-2016). The task is: Predict the reactants needed to synthesize the given product. Given the product [I:1][C:2]1[CH:10]=[CH:9][CH:8]=[C:7]([O:11][CH3:12])[C:3]=1[C:4]([NH2:14])=[O:5], predict the reactants needed to synthesize it. The reactants are: [I:1][C:2]1[CH:10]=[CH:9][CH:8]=[C:7]([O:11][CH3:12])[C:3]=1[C:4](O)=[O:5].C[N:14](C(ON1N=NC2C=CC=NC1=2)=[N+](C)C)C.F[P-](F)(F)(F)(F)F.CCN(C(C)C)C(C)C.N.